From a dataset of Catalyst prediction with 721,799 reactions and 888 catalyst types from USPTO. Predict which catalyst facilitates the given reaction. (1) Reactant: Cl[C:2]1[N:7]=[C:6]([C:8]2[N:12]3[CH:13]=[CH:14][CH:15]=[CH:16][C:11]3=[N:10][C:9]=2[C:17]2[CH:18]=[CH:19][C:20]([O:34][CH3:35])=[C:21]([CH:33]=2)[C:22]([NH:24][C:25]2[C:30]([F:31])=[CH:29][CH:28]=[CH:27][C:26]=2[F:32])=[O:23])[CH:5]=[CH:4][N:3]=1.[N:36]1([CH:42]2[CH2:47][CH2:46][N:45]([C:48]3[CH:54]=[CH:53][C:51]([NH2:52])=[C:50]([O:55][CH3:56])[CH:49]=3)[CH2:44][CH2:43]2)[CH2:41][CH2:40][CH2:39][CH2:38][CH2:37]1.C1(C)C=CC(S(O)(=O)=O)=CC=1.C([O-])(O)=O.[Na+]. Product: [N:36]1([CH:42]2[CH2:47][CH2:46][N:45]([C:48]3[CH:54]=[CH:53][C:51]([NH:52][C:2]4[N:7]=[C:6]([C:8]5[N:12]6[CH:13]=[CH:14][CH:15]=[CH:16][C:11]6=[N:10][C:9]=5[C:17]5[CH:18]=[CH:19][C:20]([O:34][CH3:35])=[C:21]([CH:33]=5)[C:22]([NH:24][C:25]5[C:26]([F:32])=[CH:27][CH:28]=[CH:29][C:30]=5[F:31])=[O:23])[CH:5]=[CH:4][N:3]=4)=[C:50]([O:55][CH3:56])[CH:49]=3)[CH2:44][CH2:43]2)[CH2:41][CH2:40][CH2:39][CH2:38][CH2:37]1. The catalyst class is: 41. (2) Reactant: [O:1]=[C:2]([C:8]1[CH:13]=[CH:12][CH:11]=[CH:10][CH:9]=1)[CH2:3][NH:4][C:5](=[O:7])[CH3:6].[C:14]([O-])(O)=[O:15].[Na+].C=O.[Na+].[Cl-]. Product: [OH:15][CH2:14][CH:3]([NH:4][C:5](=[O:7])[CH3:6])[C:2](=[O:1])[C:8]1[CH:13]=[CH:12][CH:11]=[CH:10][CH:9]=1. The catalyst class is: 14.